This data is from Full USPTO retrosynthesis dataset with 1.9M reactions from patents (1976-2016). The task is: Predict the reactants needed to synthesize the given product. The reactants are: C([O:8][C:9]1[C:10]2[N:11]([C:17]([C:21]([O:23][CH2:24][CH3:25])=[O:22])=[C:18]([CH3:20])[N:19]=2)[CH:12]=[C:13]([CH2:15][OH:16])[CH:14]=1)C1C=CC=CC=1. Given the product [OH:8][C:9]1[C:10]2[N:11]([C:17]([C:21]([O:23][CH2:24][CH3:25])=[O:22])=[C:18]([CH3:20])[N:19]=2)[CH:12]=[C:13]([CH2:15][OH:16])[CH:14]=1, predict the reactants needed to synthesize it.